From a dataset of Forward reaction prediction with 1.9M reactions from USPTO patents (1976-2016). Predict the product of the given reaction. Given the reactants [Cl:1][C:2]1[CH:3]=[C:4]([C:8]2[C:9]3[N:10]([C:26]([CH2:29][CH3:30])=[CH:27][CH:28]=3)[N:11]=[C:12]([C:20]3[CH:25]=[CH:24][CH:23]=[CH:22][CH:21]=3)[C:13]=2[CH2:14][CH2:15][CH2:16][CH2:17][CH2:18]O)[CH:5]=[CH:6][CH:7]=1.[CH2:31]([N:33](CC)CC)C.CS(Cl)(=O)=O, predict the reaction product. The product is: [Cl:1][C:2]1[CH:3]=[C:4]([C:8]2[C:9]3[N:10]([C:26]([CH2:29][CH3:30])=[CH:27][CH:28]=3)[N:11]=[C:12]([C:20]3[CH:25]=[CH:24][CH:23]=[CH:22][CH:21]=3)[C:13]=2[CH2:14][CH2:15][CH2:16][CH2:17][CH2:18][C:31]#[N:33])[CH:5]=[CH:6][CH:7]=1.